From a dataset of Forward reaction prediction with 1.9M reactions from USPTO patents (1976-2016). Predict the product of the given reaction. (1) Given the reactants [C:1]1(=O)OC(=O)C2=CC=CC=C12.[C:12]1([C:14](=[CH:16][CH:17]=[CH:18][CH:19]=1)[OH:15])[OH:13], predict the reaction product. The product is: [CH3:1][C:16]1[CH:17]=[CH:18][CH:19]=[C:12]([OH:13])[C:14]=1[OH:15]. (2) Given the reactants [F:1][C:2]1[CH:7]=[CH:6][C:5]([CH:8]2[CH:17]([C:18]3[N:19]=[N:20][N:21]([CH3:23])[CH:22]=3)[C:16](=O)[C:15]3[C:14]([C:25](OCC)=O)=[CH:13][CH:12]=[CH:11][C:10]=3[NH:9]2)=[CH:4][CH:3]=1.[OH2:30].[NH2:31][NH2:32], predict the reaction product. The product is: [F:1][C:2]1[CH:3]=[CH:4][C:5]([CH:8]2[NH:9][C:10]3[C:15]4[C:16](=[N:31][NH:32][C:25](=[O:30])[C:14]=4[CH:13]=[CH:12][CH:11]=3)[CH:17]2[C:18]2[N:19]=[N:20][N:21]([CH3:23])[CH:22]=2)=[CH:6][CH:7]=1.